From a dataset of Full USPTO retrosynthesis dataset with 1.9M reactions from patents (1976-2016). Predict the reactants needed to synthesize the given product. (1) Given the product [Cl:15][C:9]1[CH:10]=[CH:11][CH:12]=[C:13]([CH3:14])[C:8]=1[C:6](=[S:7])[NH:5][C@H:4]([C:3]([OH:34])=[O:2])[CH2:16][C:17]1[CH:18]=[CH:19][C:20]([NH:23][C:24]([C:26]2[C:27]([Cl:33])=[CH:28][CH:29]=[CH:30][C:31]=2[Cl:32])=[O:25])=[CH:21][CH:22]=1, predict the reactants needed to synthesize it. The reactants are: C[O:2][C:3](=[O:34])[C@H:4]([CH2:16][C:17]1[CH:22]=[CH:21][C:20]([NH:23][C:24]([C:26]2[C:31]([Cl:32])=[CH:30][CH:29]=[CH:28][C:27]=2[Cl:33])=[O:25])=[CH:19][CH:18]=1)[NH:5][C:6]([C:8]1[C:13]([CH3:14])=[CH:12][CH:11]=[CH:10][C:9]=1[Cl:15])=[S:7].[OH-].[Na+]. (2) Given the product [C:1]([C:3]1[C:11]2[C:6](=[CH:7][C:8]([CH2:13][CH3:14])=[C:9]([F:12])[CH:10]=2)[N:5]([C:32]2[N:37]=[CH:36][CH:35]=[CH:34][N:33]=2)[C:4]=1[C:15]1[N:20]=[CH:19][C:18]([S:21]([NH:24][C@@H:25]([CH3:30])[C:26]([F:29])([F:27])[F:28])(=[O:22])=[O:23])=[CH:17][CH:16]=1)#[N:2], predict the reactants needed to synthesize it. The reactants are: [C:1]([C:3]1[C:11]2[C:6](=[CH:7][C:8]([CH2:13][CH3:14])=[C:9]([F:12])[CH:10]=2)[NH:5][C:4]=1[C:15]1[N:20]=[CH:19][C:18]([S:21]([NH:24][C@@H:25]([CH3:30])[C:26]([F:29])([F:28])[F:27])(=[O:23])=[O:22])=[CH:17][CH:16]=1)#[N:2].Br[C:32]1[N:37]=[CH:36][CH:35]=[CH:34][N:33]=1.C(=O)([O-])[O-].[K+].[K+]. (3) Given the product [CH3:25][O:26][C:27](=[O:41])[C:28]1[CH:33]=[CH:32][C:31]([CH2:34][CH2:35][CH2:36][C:37]([N:50]2[CH2:51][CH2:52][N:47]([CH2:46][CH2:45][C:44]([CH3:54])([CH3:53])[CH3:43])[CH2:48][CH2:49]2)=[O:39])=[C:30]([CH3:40])[CH:29]=1, predict the reactants needed to synthesize it. The reactants are: CN(C(ON1N=NC2C=CC=CC1=2)=[N+](C)C)C.F[P-](F)(F)(F)(F)F.[CH3:25][O:26][C:27](=[O:41])[C:28]1[CH:33]=[CH:32][C:31]([CH2:34][CH2:35][CH2:36][C:37]([OH:39])=O)=[C:30]([CH3:40])[CH:29]=1.Cl.[CH3:43][C:44]([CH3:54])([CH3:53])[CH2:45][CH2:46][N:47]1[CH2:52][CH2:51][NH:50][CH2:49][CH2:48]1.CCN(C(C)C)C(C)C.